From a dataset of Catalyst prediction with 721,799 reactions and 888 catalyst types from USPTO. Predict which catalyst facilitates the given reaction. (1) Reactant: [Br:1][C:2]1[CH:11]=[C:10]2[C:5]([C:6](=O)[CH2:7][CH2:8][S:9]2)=[CH:4][CH:3]=1.C([SiH](CC)CC)C.O. The catalyst class is: 55. Product: [Br:1][C:2]1[CH:11]=[C:10]2[C:5]([CH2:6][CH2:7][CH2:8][S:9]2)=[CH:4][CH:3]=1. (2) Reactant: [Cl:1][C:2]1[CH:7]=[CH:6][CH:5]=[C:4]([C:8]2[CH:13]=[CH:12][N:11]=[CH:10][CH:9]=2)[C:3]=1[OH:14].[F:15][C:16]([F:29])([F:28])[S:17](O[S:17]([C:16]([F:29])([F:28])[F:15])(=[O:19])=[O:18])(=[O:19])=[O:18]. Product: [F:15][C:16]([F:29])([F:28])[S:17]([O:14][C:3]1[C:4]([C:8]2[CH:9]=[CH:10][N:11]=[CH:12][CH:13]=2)=[CH:5][CH:6]=[CH:7][C:2]=1[Cl:1])(=[O:19])=[O:18]. The catalyst class is: 17. (3) Reactant: ClC(N(C)C)=C(C)C.[F:9][CH:10]([F:25])[O:11][C:12]1[CH:20]=[C:19]([N+:21]([O-:23])=[O:22])[C:18]([NH2:24])=[CH:17][C:13]=1[C:14]([OH:16])=O.[F:26][C:27]([F:36])([F:35])[C@H:28]1[CH2:33][CH2:32][C@H:31]([NH2:34])[CH2:30][CH2:29]1.N1C=CC=CC=1. Product: [F:26][C:27]([F:35])([F:36])[C@H:28]1[CH2:29][CH2:30][C@H:31]([NH:34][C:14](=[O:16])[C:13]2[CH:17]=[C:18]([NH2:24])[C:19]([N+:21]([O-:23])=[O:22])=[CH:20][C:12]=2[O:11][CH:10]([F:9])[F:25])[CH2:32][CH2:33]1. The catalyst class is: 168. (4) Product: [CH2:1]([O:4][C:5]1[CH:10]=[CH:9][C:8]([CH2:11][Cl:16])=[C:7]([F:13])[CH:6]=1)[CH:2]=[CH2:3]. The catalyst class is: 139. Reactant: [CH2:1]([O:4][C:5]1[CH:10]=[CH:9][C:8]([CH2:11]O)=[C:7]([F:13])[CH:6]=1)[CH:2]=[CH2:3].S(Cl)([Cl:16])=O. (5) Reactant: [CH3:1][N:2]([C:4]([NH:6][C:7]([NH2:9])=[NH:8])=[NH:5])[CH3:3].[OH-].[Na+].[C:12]([OH:20])(=[O:19])[CH2:13][CH2:14][CH2:15][C:16]([OH:18])=[O:17].C(Cl)Cl. Product: [CH3:1][N:2]([C:4]([NH:6][C:7]([NH2:9])=[NH:8])=[NH:5])[CH3:3].[C:12]([O-:20])(=[O:19])[CH2:13][CH2:14][CH2:15][C:16]([O-:18])=[O:17]. The catalyst class is: 8. (6) Reactant: [OH:1][N:2]=[C:3](Cl)[C:4]1[CH:9]=[CH:8][C:7]([C:10]([F:13])([F:12])[F:11])=[CH:6][CH:5]=1.[CH2:15]([OH:20])[CH2:16][CH2:17][C:18]#[CH:19].C(N(CC)CC)C.Cl. Product: [F:11][C:10]([F:13])([F:12])[C:7]1[CH:8]=[CH:9][C:4]([C:3]2[CH:19]=[C:18]([CH2:17][CH2:16][CH2:15][OH:20])[O:1][N:2]=2)=[CH:5][CH:6]=1. The catalyst class is: 7. (7) Reactant: [CH3:1][C:2]1([CH3:8])[O:7][CH2:6][CH2:5][NH:4][CH2:3]1.[C:9]([O:13][C:14]([N:16]1[CH2:19][C:18](=O)[CH2:17]1)=[O:15])([CH3:12])([CH3:11])[CH3:10].C(O[BH-](OC(=O)C)OC(=O)C)(=O)C.[Na+]. Product: [C:9]([O:13][C:14]([N:16]1[CH2:19][CH:18]([N:4]2[CH2:5][CH2:6][O:7][C:2]([CH3:8])([CH3:1])[CH2:3]2)[CH2:17]1)=[O:15])([CH3:12])([CH3:10])[CH3:11]. The catalyst class is: 279.